Task: Predict which catalyst facilitates the given reaction.. Dataset: Catalyst prediction with 721,799 reactions and 888 catalyst types from USPTO (1) Reactant: [C:1]([O:5][C:6]([NH:8][CH2:9][C@H:10]1[CH2:15][CH2:14][C@H:13]([C:16]([NH:18][C@H:19]([C:37](=[O:50])[NH:38][C:39]2[CH:44]=[CH:43][C:42]([C:45]3[NH:49][N:48]=[N:47][N:46]=3)=[CH:41][CH:40]=2)[CH2:20][C:21]2[CH:22]=[C:23]([C:27]3[C:32]([CH3:33])=[CH:31][CH:30]=[C:29]([C:34]([OH:36])=O)[CH:28]=3)[CH:24]=[CH:25][CH:26]=2)=[O:17])[CH2:12][CH2:11]1)=[O:7])([CH3:4])([CH3:3])[CH3:2].[CH3:51][O:52][CH2:53][CH2:54][O:55][CH2:56][CH2:57][O:58][CH2:59][CH2:60][NH2:61].F[P-](F)(F)(F)(F)F.CN(C(ON1C2=NC=CC=C2N=N1)=[N+](C)C)C.C(N(CC)C(C)C)(C)C. Product: [CH3:51][O:52][CH2:53][CH2:54][O:55][CH2:56][CH2:57][O:58][CH2:59][CH2:60][NH:61][C:34]([C:29]1[CH:30]=[CH:31][C:32]([CH3:33])=[C:27]([C:23]2[CH:24]=[CH:25][CH:26]=[C:21]([CH2:20][C@H:19]([NH:18][C:16]([C@H:13]3[CH2:14][CH2:15][C@H:10]([CH2:9][NH:8][C:6](=[O:7])[O:5][C:1]([CH3:4])([CH3:3])[CH3:2])[CH2:11][CH2:12]3)=[O:17])[C:37](=[O:50])[NH:38][C:39]3[CH:40]=[CH:41][C:42]([C:45]4[NH:46][N:47]=[N:48][N:49]=4)=[CH:43][CH:44]=3)[CH:22]=2)[CH:28]=1)=[O:36]. The catalyst class is: 7. (2) Product: [N+:1]([C:4]1[CH:12]=[CH:11][C:10]([O:13][CH2:14][CH2:15][CH3:16])=[CH:9][C:5]=1[C:6]([NH2:18])=[O:7])([O-:3])=[O:2]. The catalyst class is: 820. Reactant: [N+:1]([C:4]1[CH:12]=[CH:11][C:10]([O:13][CH2:14][CH2:15][CH3:16])=[CH:9][C:5]=1[C:6](O)=[O:7])([O-:3])=[O:2].C[N:18](C=O)C. (3) Reactant: [I-].[CH3:2][S+](C)(C)=O.[H-].[Na+].[F:9][C:10]([F:30])([F:29])[CH2:11][O:12][C:13]1[CH:18]=[CH:17][C:16]([N:19]2[CH2:23][C@@H:22]3[CH2:24][C:25](=[O:27])[CH2:26][N:21]3[C:20]2=[O:28])=[CH:15][CH:14]=1. Product: [F:30][C:10]([F:9])([F:29])[CH2:11][O:12][C:13]1[CH:18]=[CH:17][C:16]([N:19]2[CH2:23][C@@H:22]3[CH2:24][C@:25]4([CH2:2][O:27]4)[CH2:26][N:21]3[C:20]2=[O:28])=[CH:15][CH:14]=1. The catalyst class is: 550. (4) Reactant: [F:1][C:2]1[CH:3]=[C:4]([CH:18]=[CH:19][C:20]=1[F:21])[CH2:5][CH:6]1[C:13]2[CH:12]=[C:11]([C:14]([O:16]C)=[O:15])[NH:10][C:9]=2[CH2:8][CH2:7]1.[OH-].[Li+].CO. Product: [F:1][C:2]1[CH:3]=[C:4]([CH:18]=[CH:19][C:20]=1[F:21])[CH2:5][CH:6]1[C:13]2[CH:12]=[C:11]([C:14]([OH:16])=[O:15])[NH:10][C:9]=2[CH2:8][CH2:7]1. The catalyst class is: 1. (5) Reactant: [N+:1]([C:4]1[O:8][C:7]([C:9]([N:11]2[CH2:16][CH2:15][NH:14][CH2:13][CH2:12]2)=[O:10])=[CH:6][CH:5]=1)([O-:3])=[O:2].[CH2:17]([N:19]([CH2:28][CH3:29])[C:20]1[CH:27]=[CH:26][C:23]([CH:24]=O)=[CH:22][CH:21]=1)[CH3:18].CC(O)=O. Product: [CH2:28]([N:19]([CH2:17][CH3:18])[C:20]1[CH:27]=[CH:26][C:23]([CH2:24][N:14]2[CH2:15][CH2:16][N:11]([C:9]([C:7]3[O:8][C:4]([N+:1]([O-:3])=[O:2])=[CH:5][CH:6]=3)=[O:10])[CH2:12][CH2:13]2)=[CH:22][CH:21]=1)[CH3:29]. The catalyst class is: 1. (6) Reactant: [F:1][C:2]([F:18])([F:17])[C:3]1[CH:4]=[C:5]2[C:9](=[CH:10][CH:11]=1)[NH:8][CH:7]=[C:6]2[CH2:12][C:13]([O:15]C)=[O:14].CO.C1COCC1.[Li+].[OH-]. Product: [F:18][C:2]([F:1])([F:17])[C:3]1[CH:4]=[C:5]2[C:9](=[CH:10][CH:11]=1)[NH:8][CH:7]=[C:6]2[CH2:12][C:13]([OH:15])=[O:14]. The catalyst class is: 69.